This data is from Full USPTO retrosynthesis dataset with 1.9M reactions from patents (1976-2016). The task is: Predict the reactants needed to synthesize the given product. Given the product [OH:28][C:3]([C:2]([F:30])([F:1])[F:29])([CH2:4][C:5]([CH3:6])([C:8]1[CH:15]=[CH:14][CH:13]=[C:10]([CH2:11][N:39]2[CH2:44][CH2:43][O:42][CH2:41][CH2:40]2)[CH:9]=1)[CH3:7])[CH2:16][N:17]1[C:26]2[C:21](=[CH:22][CH:23]=[CH:24][CH:25]=2)[C:20](=[O:27])[CH:19]=[CH:18]1, predict the reactants needed to synthesize it. The reactants are: [F:1][C:2]([F:30])([F:29])[C:3]([OH:28])([CH2:16][N:17]1[C:26]2[C:21](=[CH:22][CH:23]=[CH:24][CH:25]=2)[C:20](=[O:27])[CH:19]=[CH:18]1)[CH2:4][C:5]([C:8]1[CH:9]=[C:10]([CH:13]=[CH:14][CH:15]=1)[CH:11]=O)([CH3:7])[CH3:6].ClC(Cl)C.C(O)(=O)C.[NH:39]1[CH2:44][CH2:43][O:42][CH2:41][CH2:40]1.